From a dataset of Forward reaction prediction with 1.9M reactions from USPTO patents (1976-2016). Predict the product of the given reaction. (1) Given the reactants [Br:1]Br.[CH2:3]([O:10][C:11]1[CH:12]=[C:13]([C:25](=[O:27])[CH3:26])[CH:14]=[C:15]([O:17][CH2:18][C:19]2[CH:24]=[CH:23][CH:22]=[CH:21][CH:20]=2)[CH:16]=1)[C:4]1[CH:9]=[CH:8][CH:7]=[CH:6][CH:5]=1.O, predict the reaction product. The product is: [CH2:18]([O:17][C:15]1[CH:14]=[C:13]([C:25](=[O:27])[CH2:26][Br:1])[CH:12]=[C:11]([O:10][CH2:3][C:4]2[CH:5]=[CH:6][CH:7]=[CH:8][CH:9]=2)[CH:16]=1)[C:19]1[CH:20]=[CH:21][CH:22]=[CH:23][CH:24]=1. (2) Given the reactants [CH3:1][C:2]1[C:6]([C:7]2[CH:16]=[C:15]3[C:10]([C:11]([NH:18][CH2:19][CH:20]4[CH2:25][CH2:24][O:23][CH2:22][CH2:21]4)=[C:12]([NH2:17])[CH:13]=[N:14]3)=[CH:9][C:8]=2[O:26][CH3:27])=[C:5]([CH3:28])[O:4][N:3]=1.[N:29]([CH2:32][CH2:33][O:34][CH3:35])=[C:30]=S, predict the reaction product. The product is: [CH3:1][C:2]1[C:6]([C:7]2[C:8]([O:26][CH3:27])=[CH:9][C:10]3[C:11]4[N:18]([CH2:19][CH:20]5[CH2:21][CH2:22][O:23][CH2:24][CH2:25]5)[C:30]([NH:29][CH2:32][CH2:33][O:34][CH3:35])=[N:17][C:12]=4[CH:13]=[N:14][C:15]=3[CH:16]=2)=[C:5]([CH3:28])[O:4][N:3]=1. (3) Given the reactants [OH:1][C:2]1[CH:10]=[CH:9][C:5]([C:6]([OH:8])=O)=[CH:4][C:3]=1[O:11][CH3:12].[NH2:13][C:14]1[CH:19]=[CH:18][C:17]([S:20]([F:25])([F:24])([F:23])([F:22])[F:21])=[CH:16][CH:15]=1.C(OC1C=C(C=C(OCC2C=CC=CC=2)C=1OCC1C=CC=CC=1)C(O)=O)C1C=CC=CC=1.NC1C=C(S(F)(F)(F)(F)F)C=CC=1, predict the reaction product. The product is: [OH:1][C:2]1[CH:10]=[CH:9][C:5]([C:6]([NH:13][C:14]2[CH:19]=[CH:18][C:17]([S:20]([F:25])([F:21])([F:22])([F:23])[F:24])=[CH:16][CH:15]=2)=[O:8])=[CH:4][C:3]=1[O:11][CH3:12]. (4) The product is: [Br:1][C:2]1[CH:10]=[C:9]([F:11])[CH:8]=[C:7]2[C:3]=1[C:4]([S:16][C:17]1[CH:22]=[CH:21][C:20]([Cl:23])=[CH:19][CH:18]=1)=[C:5]([C:12]([O:14][CH3:15])=[O:13])[N:6]2[CH2:27][CH2:28][CH2:29][C:30]([O:32][CH2:33][CH3:34])=[O:31]. Given the reactants [Br:1][C:2]1[CH:10]=[C:9]([F:11])[CH:8]=[C:7]2[C:3]=1[C:4]([S:16][C:17]1[CH:22]=[CH:21][C:20]([Cl:23])=[CH:19][CH:18]=1)=[C:5]([C:12]([O:14][CH3:15])=[O:13])[NH:6]2.[H-].[Na+].Br[CH2:27][CH2:28][CH2:29][C:30]([O:32][CH2:33][CH3:34])=[O:31], predict the reaction product. (5) Given the reactants [CH2:1]([C:3]1[CH:4]=[N:5][C:6]([N:9]2[CH2:14][CH2:13][CH:12]([C@H:15]3[CH2:17][C@H:16]3[CH2:18][O:19][CH2:20][C:21]3[CH:29]=[CH:28][C:24]([C:25]([NH2:27])=[O:26])=[CH:23][CH:22]=3)[CH2:11][CH2:10]2)=[N:7][CH:8]=1)[CH3:2].NO.CC(O)=O.CO[CH:38](OC)[N:39](C)C, predict the reaction product. The product is: [CH2:1]([C:3]1[CH:4]=[N:5][C:6]([N:9]2[CH2:14][CH2:13][CH:12]([C@H:15]3[CH2:17][C@H:16]3[CH2:18][O:19][CH2:20][C:21]3[CH:22]=[CH:23][C:24]([C:25]4[O:26][N:39]=[CH:38][N:27]=4)=[CH:28][CH:29]=3)[CH2:11][CH2:10]2)=[N:7][CH:8]=1)[CH3:2].